Predict the product of the given reaction. From a dataset of Forward reaction prediction with 1.9M reactions from USPTO patents (1976-2016). (1) Given the reactants [CH2:1]([O:3][C:4](=[O:32])[CH:5]([C:10]1[CH:11]=[C:12]([C:22]2[CH:27]=[CH:26][C:25]([C:28]([F:31])([F:30])[F:29])=[CH:24][CH:23]=2)[CH:13]=[C:14]([CH:16]2[CH2:21][CH2:20][CH2:19][NH:18][CH2:17]2)[CH:15]=1)[CH2:6][CH:7]([CH3:9])[CH3:8])[CH3:2].[CH:33]1[C:42]2[CH:41]=[CH:40][CH:39]=[C:38]([S:43](Cl)(=[O:45])=[O:44])[C:37]=2[CH:36]=[CH:35][N:34]=1.CCN(C(C)C)C(C)C, predict the reaction product. The product is: [CH2:1]([O:3][C:4](=[O:32])[CH:5]([C:10]1[CH:11]=[C:12]([C:22]2[CH:23]=[CH:24][C:25]([C:28]([F:29])([F:30])[F:31])=[CH:26][CH:27]=2)[CH:13]=[C:14]([CH:16]2[CH2:21][CH2:20][CH2:19][N:18]([S:43]([C:38]3[C:37]4[CH:36]=[CH:35][N:34]=[CH:33][C:42]=4[CH:41]=[CH:40][CH:39]=3)(=[O:44])=[O:45])[CH2:17]2)[CH:15]=1)[CH2:6][CH:7]([CH3:9])[CH3:8])[CH3:2]. (2) Given the reactants [F:1][C:2]1[CH:7]=[CH:6][C:5]([OH:8])=[CH:4][CH:3]=1.O[C@@H:10]([C:30]1[CH:35]=[CH:34][CH:33]=[CH:32][CH:31]=1)[CH2:11][N:12]1[CH2:17][CH2:16][CH:15]([C:18]2[CH:19]=[C:20]([NH:24][C:25](=[O:29])[CH:26]([CH3:28])[CH3:27])[CH:21]=[CH:22][CH:23]=2)[CH2:14][CH2:13]1, predict the reaction product. The product is: [F:1][C:2]1[CH:7]=[CH:6][C:5]([O:8][C@H:10]([C:30]2[CH:35]=[CH:34][CH:33]=[CH:32][CH:31]=2)[CH2:11][N:12]2[CH2:17][CH2:16][CH:15]([C:18]3[CH:19]=[C:20]([NH:24][C:25](=[O:29])[CH:26]([CH3:28])[CH3:27])[CH:21]=[CH:22][CH:23]=3)[CH2:14][CH2:13]2)=[CH:4][CH:3]=1. (3) Given the reactants [CH2:1]([O:3][C:4](=[O:30])[C:5]([N:7]([CH2:19][C:20]1[CH:21]=[CH:22][C:23]2[O:27][CH:26]=[C:25](Br)[C:24]=2[CH:29]=1)[CH2:8][C:9]1[CH:14]=[CH:13][C:12]([C:15]([F:18])([F:17])[F:16])=[CH:11][CH:10]=1)=[O:6])[CH3:2].[CH:31]#[C:32][CH2:33][CH2:34][CH2:35][CH2:36][CH2:37][CH2:38][CH2:39][CH2:40][CH2:41][CH3:42], predict the reaction product. The product is: [CH2:1]([O:3][C:4](=[O:30])[C:5]([N:7]([CH2:19][C:20]1[CH:21]=[CH:22][C:23]2[O:27][CH:26]=[C:25]([C:31]#[C:32][CH2:33][CH2:34][CH2:35][CH2:36][CH2:37][CH2:38][CH2:39][CH2:40][CH2:41][CH3:42])[C:24]=2[CH:29]=1)[CH2:8][C:9]1[CH:14]=[CH:13][C:12]([C:15]([F:18])([F:17])[F:16])=[CH:11][CH:10]=1)=[O:6])[CH3:2]. (4) The product is: [Cl:8][C:6]1[N:5]=[C:4]2[N:9]([CH3:12])[N:10]=[CH:11][C:3]2=[C:2]([NH:20][C:18]2[N:17]=[CH:16][N:15]([CH3:14])[CH:19]=2)[N:7]=1. Given the reactants Cl[C:2]1[N:7]=[C:6]([Cl:8])[N:5]=[C:4]2[N:9]([CH3:12])[N:10]=[CH:11][C:3]=12.Cl.[CH3:14][N:15]1[CH:19]=[C:18]([NH2:20])[N:17]=[CH:16]1, predict the reaction product. (5) Given the reactants [C:1]([NH:4][NH2:5])([NH2:3])=[NH:2].Cl.[OH-].[Na+].[CH2:9]([CH:11]([C:15](=O)[CH3:16])[C:12](=O)[CH3:13])[CH3:10], predict the reaction product. The product is: [CH2:9]([C:11]1[C:15]([CH3:16])=[N:2][C:1]([N:4]2[C:12]([CH3:13])=[C:11]([CH2:15][CH3:16])[C:9]([CH3:10])=[N:5]2)=[N:3][C:12]=1[CH3:13])[CH3:10]. (6) Given the reactants [CH3:1][C:2]1([CH3:15])[C@@H:4]2[CH2:5][C:6]3[C:10]([C@H:3]12)=[C:9]([CH3:11])[S:8][C:7]=3[C:12]([OH:14])=O.[Li][CH3:17], predict the reaction product. The product is: [CH3:15][C:2]1([CH3:1])[C@@H:4]2[CH2:5][C:6]3[C:10]([C@H:3]12)=[C:9]([CH3:11])[S:8][C:7]=3[C:12](=[O:14])[CH3:17]. (7) Given the reactants Br[C:2]1[CH:7]=[CH:6][C:5]([S:8]([NH2:11])(=[O:10])=[O:9])=[CH:4][C:3]=1[F:12].[C:13]([C:15]1[N:19]([CH3:20])[C:18](B(O)O)=[CH:17][CH:16]=1)#[N:14].[F-].[K+].C(P(C(C)(C)C)C(C)(C)C)(C)(C)C, predict the reaction product. The product is: [C:13]([C:15]1[N:19]([CH3:20])[C:18]([C:2]2[CH:7]=[CH:6][C:5]([S:8]([NH2:11])(=[O:10])=[O:9])=[CH:4][C:3]=2[F:12])=[CH:17][CH:16]=1)#[N:14]. (8) Given the reactants [CH3:1][C:2]1([CH3:8])[CH2:6][CH2:5][CH2:4][CH:3]1[OH:7].C(N(CC)CC)C.[CH3:16][S:17](Cl)(=[O:19])=[O:18].CS(OS(C)(=O)=O)(=O)=O, predict the reaction product. The product is: [CH3:16][S:17]([O:7][CH:3]1[CH2:4][CH2:5][CH2:6][C:2]1([CH3:8])[CH3:1])(=[O:19])=[O:18]. (9) The product is: [CH2:33]([NH:40][S:2]([C:5]1[CH:10]=[CH:9][C:8]([NH:11][C:12]([N:20]2[CH2:19][CH2:18][C:17]3[C:22](=[C:23]([N:26]4[CH2:27][CH2:28][N:29]([CH3:32])[CH2:30][CH2:31]4)[CH:24]=[CH:25][C:16]=3[O:15][CH3:14])[CH2:21]2)=[O:13])=[CH:7][CH:6]=1)(=[O:4])=[O:3])[C:34]1[CH:39]=[CH:38][CH:37]=[CH:36][CH:35]=1. Given the reactants Cl[S:2]([C:5]1[CH:10]=[CH:9][C:8]([N:11]=[C:12]=[O:13])=[CH:7][CH:6]=1)(=[O:4])=[O:3].[CH3:14][O:15][C:16]1[CH:25]=[CH:24][C:23]([N:26]2[CH2:31][CH2:30][N:29]([CH3:32])[CH2:28][CH2:27]2)=[C:22]2[C:17]=1[CH2:18][CH2:19][NH:20][CH2:21]2.[CH2:33]([NH2:40])[C:34]1[CH:39]=[CH:38][CH:37]=[CH:36][CH:35]=1, predict the reaction product. (10) Given the reactants C([N:8]1[CH2:13][CH2:12][C:11]([C:15]2[CH:20]=[C:19]([F:21])[CH:18]=[CH:17][C:16]=2[O:22][CH3:23])([OH:14])[CH2:10][CH2:9]1)C1C=CC=CC=1, predict the reaction product. The product is: [F:21][C:19]1[CH:18]=[CH:17][C:16]([O:22][CH3:23])=[C:15]([C:11]2([OH:14])[CH2:10][CH2:9][NH:8][CH2:13][CH2:12]2)[CH:20]=1.